This data is from Forward reaction prediction with 1.9M reactions from USPTO patents (1976-2016). The task is: Predict the product of the given reaction. The product is: [NH2:5][C:3](=[O:4])[CH2:2][O:17][C:18]1[CH:27]=[CH:26][C:21]([C:22]([O:24][CH3:25])=[O:23])=[C:20]([O:28][CH3:29])[CH:19]=1. Given the reactants Br[CH2:2][C:3]([NH2:5])=[O:4].CN(C=O)C.C(=O)([O-])[O-].[Cs+].[Cs+].[OH:17][C:18]1[CH:27]=[CH:26][C:21]([C:22]([O:24][CH3:25])=[O:23])=[C:20]([O:28][CH3:29])[CH:19]=1, predict the reaction product.